Dataset: CYP3A4 inhibition data for predicting drug metabolism from PubChem BioAssay. Task: Regression/Classification. Given a drug SMILES string, predict its absorption, distribution, metabolism, or excretion properties. Task type varies by dataset: regression for continuous measurements (e.g., permeability, clearance, half-life) or binary classification for categorical outcomes (e.g., BBB penetration, CYP inhibition). Dataset: cyp3a4_veith. (1) The drug is COc1ccccc1-c1ccc2ncnc(NC3CCNCC3)c2c1. The result is 0 (non-inhibitor). (2) The molecule is CC(C)C[C@H](N)CSSC[C@@H](N)CC(C)C. The result is 1 (inhibitor). (3) The compound is CCCc1ccc(C2C3=C(CC(C)(C)CC3=O)NC3=C2C(=O)c2ccccc23)cc1. The result is 1 (inhibitor). (4) The molecule is Cc1cccc(NC(=O)N(Cc2nc3ccccc3c(=O)[nH]2)C2CCCC2)c1. The result is 1 (inhibitor). (5) The drug is N=C1[C@@H](O)[C@]2(I)c3ccccc3N3C(=N)[C@H](O)[C@@H]4c5ccccc5N1[C@@H]4[C@@H]32. The result is 0 (non-inhibitor).